Dataset: Reaction yield outcomes from USPTO patents with 853,638 reactions. Task: Predict the reaction yield, written as a fraction of the theoretical maximum amount of product (1.0 means a 100% yield; for example, 0.34 means a 34% yield). (1) The reactants are C(N(CC)CC)C.ClC(OCC)=O.[C:14]1([N:20]2[C:28]3[CH2:27][CH2:26][CH2:25][C:24](=[CH:29][C:30]([OH:32])=O)[C:23]=3[CH:22]=[N:21]2)[CH:19]=[CH:18][CH:17]=[CH:16][CH:15]=1.[NH:33]1[CH2:38][CH2:37][O:36][CH2:35][CH2:34]1. The catalyst is C(Cl)Cl. The product is [C:14]1([N:20]2[C:28]3[CH2:27][CH2:26][CH2:25][C:24](=[CH:29][C:30]([N:33]4[CH2:38][CH2:37][O:36][CH2:35][CH2:34]4)=[O:32])[C:23]=3[CH:22]=[N:21]2)[CH:15]=[CH:16][CH:17]=[CH:18][CH:19]=1. The yield is 0.320. (2) The reactants are Br[C:2]1[CH:3]=[CH:4][C:5]([C:8]([F:11])([F:10])[F:9])=[N:6][CH:7]=1.C1(P(C2C=CC=CC=2)C2C=CC=CC=2)C=CC=CC=1.C(N(CC)CC)C.[Cl:38][C:39]1[CH:47]=[CH:46][C:45]2[N:44]([C:48]#[CH:49])[C:43]3[CH2:50][CH2:51][N:52]([CH3:54])[CH2:53][C:42]=3[C:41]=2[CH:40]=1. The catalyst is C(#N)C.O. The product is [Cl:38][C:39]1[CH:47]=[CH:46][C:45]2[N:44]([C:48]#[C:49][C:2]3[CH:7]=[N:6][C:5]([C:8]([F:11])([F:10])[F:9])=[CH:4][CH:3]=3)[C:43]3[CH2:50][CH2:51][N:52]([CH3:54])[CH2:53][C:42]=3[C:41]=2[CH:40]=1. The yield is 0.0400. (3) The reactants are [NH:1]1[CH2:6][CH2:5][CH:4]([C:7]2[CH:12]=[CH:11][C:10]([NH:13][C:14]([C:16]3[N:17]=[C:18]([C:25]4[CH:30]=[CH:29][CH:28]=[CH:27][CH:26]=4)[O:19][C:20]=3[C:21]([F:24])([F:23])[F:22])=[O:15])=[CH:9][CH:8]=2)[CH2:3][CH2:2]1.[OH:31][C:32]1[CH:36]=[C:35]([CH2:37][CH2:38][C:39](O)=[O:40])[O:34][N:33]=1.C(N(CC)CC)C.F[P-](F)(F)(F)(F)F.N1(O[P+](N(C)C)(N(C)C)N(C)C)C2C=CC=CC=2N=N1. The catalyst is CN(C=O)C. The product is [OH:31][C:32]1[CH:36]=[C:35]([CH2:37][CH2:38][C:39]([N:1]2[CH2:6][CH2:5][CH:4]([C:7]3[CH:8]=[CH:9][C:10]([NH:13][C:14]([C:16]4[N:17]=[C:18]([C:25]5[CH:30]=[CH:29][CH:28]=[CH:27][CH:26]=5)[O:19][C:20]=4[C:21]([F:22])([F:23])[F:24])=[O:15])=[CH:11][CH:12]=3)[CH2:3][CH2:2]2)=[O:40])[O:34][N:33]=1. The yield is 0.250. (4) The reactants are [OH:1][C:2]1[C:9]([O:10][CH3:11])=[CH:8][CH:7]=[CH:6][C:3]=1[CH:4]=[O:5].[Br:12]Br. The catalyst is C(O)(=O)C.O. The product is [Br:12][C:7]1[CH:8]=[C:9]([O:10][CH3:11])[C:2]([OH:1])=[C:3]([CH:6]=1)[CH:4]=[O:5]. The yield is 0.800.